Dataset: Catalyst prediction with 721,799 reactions and 888 catalyst types from USPTO. Task: Predict which catalyst facilitates the given reaction. (1) Reactant: [CH2:1]([N:8]1[CH2:13][CH2:12][NH:11][CH2:10][CH2:9]1)[C:2]1[CH:7]=[CH:6][CH:5]=[CH:4][CH:3]=1.C(N(CC)CC)C.Cl[C:22]1[CH:27]=[CH:26][C:25]([N+:28]([O-:30])=[O:29])=[CH:24][N:23]=1. Product: [CH2:1]([N:8]1[CH2:13][CH2:12][N:11]([C:22]2[CH:27]=[CH:26][C:25]([N+:28]([O-:30])=[O:29])=[CH:24][N:23]=2)[CH2:10][CH2:9]1)[C:2]1[CH:3]=[CH:4][CH:5]=[CH:6][CH:7]=1. The catalyst class is: 1. (2) Reactant: N1[C:5]2C=CC=[CH:9][C:4]=2N=N1.[NH:10]1[CH2:15][CH2:14][O:13][CH2:12][CH2:11]1.FC(F)(F)[C:18]1[CH:19]=[C:20]([CH:42]=[C:43]([C:45]([F:48])([F:47])[F:46])[CH:44]=1)[CH2:21][N:22]([CH2:29][C:30]1[CH:37]=[C:36]([C:38]([F:41])([F:40])[F:39])[CH:35]=[CH:34][C:31]=1C=O)[C:23]1[N:24]=[N:25][N:26]([CH3:28])[N:27]=1. Product: [F:48][C:45]([F:47])([F:46])[C:43]1[CH:42]=[C:20]([CH:19]=[C:18]([C:38]([F:41])([F:40])[F:39])[CH:44]=1)[CH2:21][N:22]([CH2:29][C:30]1[CH:37]=[C:36]([C:38]([F:40])([F:39])[F:41])[CH:35]=[CH:34][C:31]=1[CH:5]([N:10]1[CH2:15][CH2:14][O:13][CH2:12][CH2:11]1)[CH2:4][CH3:9])[C:23]1[N:24]=[N:25][N:26]([CH3:28])[N:27]=1. The catalyst class is: 8.